Dataset: Reaction yield outcomes from USPTO patents with 853,638 reactions. Task: Predict the reaction yield, written as a fraction of the theoretical maximum amount of product (1.0 means a 100% yield; for example, 0.34 means a 34% yield). (1) The reactants are Br[C:2]1[CH:7]=[CH:6][C:5]([C:8]([F:11])([F:10])[F:9])=[CH:4][CH:3]=1.[CH2:12]([OH:15])[C:13]#[CH:14]. The catalyst is C(NCC)C.C1C=CC=CC=1.C1C=CC(P(C2C=CC=CC=2)C2C=CC=CC=2)=CC=1.C1C=CC(P(C2C=CC=CC=2)C2C=CC=CC=2)=CC=1.Cl[Pd]Cl.[Cu]I. The product is [F:9][C:8]([F:11])([F:10])[C:5]1[CH:6]=[CH:7][C:2]([C:14]#[C:13][CH2:12][OH:15])=[CH:3][CH:4]=1. The yield is 0.500. (2) The reactants are O(S(C(F)(F)F)(=O)=O)S(C(F)(F)F)(=O)=O.N#N.[Cl:18][CH2:19][CH2:20][C:21]([NH:23][C:24]1[C:25]([C:31]2[NH:32][C:33]3[C:38]([CH:39]=2)=[C:37]([F:40])[CH:36]=[CH:35][CH:34]=3)=[N:26][C:27]([Cl:30])=[CH:28][CH:29]=1)=O. The catalyst is C(Cl)Cl.O. The product is [Cl:30][C:27]1[N:26]=[C:25]2[C:24](=[CH:29][CH:28]=1)[N:23]=[C:21]([CH2:20][CH2:19][Cl:18])[C:39]1[C:38]3[C:33]([NH:32][C:31]2=1)=[CH:34][CH:35]=[CH:36][C:37]=3[F:40]. The yield is 0.700. (3) The reactants are [Cl:1][C:2]1[N:7]=[CH:6][C:5](N)=[CH:4][C:3]=1[C:9]([F:12])([F:11])[F:10].[ClH:13].N([O-])=O.[Na+].[S:18](=[O:20])=[O:19]. The catalyst is O. The product is [Cl:1][C:2]1[N:7]=[CH:6][C:5]([S:18]([Cl:13])(=[O:20])=[O:19])=[CH:4][C:3]=1[C:9]([F:12])([F:11])[F:10]. The yield is 0.270. (4) The reactants are [CH3:1][O:2][C:3]1[C:8]2[O:9][CH2:10][O:11][C:7]=2[CH:6]=[C:5]([C:12](OC)=[O:13])[CH:4]=1.[H-].[H-].[H-].[H-].[Li+].[Al+3].O.[OH-].[Na+]. The catalyst is C1COCC1. The product is [CH3:1][O:2][C:3]1[C:8]2[O:9][CH2:10][O:11][C:7]=2[CH:6]=[C:5]([CH2:12][OH:13])[CH:4]=1. The yield is 0.520. (5) The product is [CH3:14][N:13]([CH3:15])[C:11]1[S:12][C:8]([C:6]2[CH:5]=[CH:4][N:3]=[C:2]([NH:10][CH2:9][CH:16]([CH3:17])[CH3:21])[N:7]=2)=[C:9]([C:16]2[CH:17]=[C:18]([NH:22][S:23]([C:26]3[C:31]([F:32])=[CH:30][CH:29]=[CH:28][C:27]=3[F:33])(=[O:25])=[O:24])[CH:19]=[CH:20][CH:21]=2)[N:10]=1. The catalyst is C(N)C(C)C. The yield is 0.336. The reactants are Cl[C:2]1[N:7]=[C:6]([C:8]2[S:12][C:11]([N:13]([CH3:15])[CH3:14])=[N:10][C:9]=2[C:16]2[CH:17]=[C:18]([NH:22][S:23]([C:26]3[C:31]([F:32])=[CH:30][CH:29]=[CH:28][C:27]=3[F:33])(=[O:25])=[O:24])[CH:19]=[CH:20][CH:21]=2)[CH:5]=[CH:4][N:3]=1. (6) The reactants are [CH2:1]([N:4]1[CH2:9][CH2:8][CH:7]([C:10]2[CH:19]=[CH:18][C:13]([C:14]([O:16]C)=O)=[CH:12][CH:11]=2)[CH2:6][CH2:5]1)[CH:2]=[CH2:3].[CH3:20][O:21][C:22]1[CH:23]=[C:24]([CH2:30][CH2:31][C:32]2[CH:33]=[C:34]([NH2:37])[NH:35][N:36]=2)[CH:25]=[C:26]([O:28][CH3:29])[CH:27]=1.C[Al](C)C. The catalyst is C1(C)C=CC=CC=1. The product is [CH3:29][O:28][C:26]1[CH:25]=[C:24]([CH2:30][CH2:31][C:32]2[CH:33]=[C:34]([NH:37][C:14](=[O:16])[C:13]3[CH:12]=[CH:11][C:10]([CH:7]4[CH2:6][CH2:5][N:4]([CH2:1][CH:2]=[CH2:3])[CH2:9][CH2:8]4)=[CH:19][CH:18]=3)[NH:35][N:36]=2)[CH:23]=[C:22]([O:21][CH3:20])[CH:27]=1. The yield is 0.383. (7) The reactants are [CH3:1][O:2][C:3]1[C:10]([O:11][CH3:12])=[CH:9][C:6]([CH:7]=[O:8])=[CH:5][C:4]=1[OH:13].Cl[CH2:15][CH2:16][O:17][CH2:18][CH2:19][O:20][CH2:21][CH2:22][Cl:23].C(=O)([O-])[O-].[Cs+].[Cs+]. The catalyst is CN(C=O)C. The product is [Cl:23][CH2:22][CH2:21][O:20][CH2:19][CH2:18][O:17][CH2:16][CH2:15][O:13][C:4]1[CH:5]=[C:6]([CH:9]=[C:10]([O:11][CH3:12])[C:3]=1[O:2][CH3:1])[CH:7]=[O:8]. The yield is 0.800.